The task is: Predict the reactants needed to synthesize the given product.. This data is from Full USPTO retrosynthesis dataset with 1.9M reactions from patents (1976-2016). (1) Given the product [F:1][C:2]1[CH:7]=[CH:6][CH:5]=[C:4]([F:8])[C:3]=1[C:9]1[C:18]2[CH:17]=[C:16]([CH:19]=[N:36][OH:37])[CH:15]=[CH:14][C:13]=2[C:12]2[NH:21][N:22]=[C:23]([NH:24][CH:25]3[CH2:30][CH2:29][N:28]([S:31]([CH2:34][CH3:35])(=[O:33])=[O:32])[CH2:27][CH2:26]3)[C:11]=2[N:10]=1, predict the reactants needed to synthesize it. The reactants are: [F:1][C:2]1[CH:7]=[CH:6][CH:5]=[C:4]([F:8])[C:3]=1[C:9]1[C:18]2[CH:17]=[C:16]([CH:19]=O)[CH:15]=[CH:14][C:13]=2[C:12]2[NH:21][N:22]=[C:23]([NH:24][CH:25]3[CH2:30][CH2:29][N:28]([S:31]([CH2:34][CH3:35])(=[O:33])=[O:32])[CH2:27][CH2:26]3)[C:11]=2[N:10]=1.[NH2:36][OH:37].Cl. (2) Given the product [F:10][C:7]1[CH:8]=[CH:9][C:4]([C:2](=[O:3])[CH2:1][C:14]([O:13][CH2:11][CH3:12])=[O:15])=[CH:5][CH:6]=1, predict the reactants needed to synthesize it. The reactants are: [CH3:1][C:2]([C:4]1[CH:9]=[CH:8][C:7]([F:10])=[CH:6][CH:5]=1)=[O:3].[CH2:11]([O:13][C:14](=O)[O:15]CC)[CH3:12].[H-].[Na+].